From a dataset of Full USPTO retrosynthesis dataset with 1.9M reactions from patents (1976-2016). Predict the reactants needed to synthesize the given product. (1) Given the product [F:21][C:16]1[CH:15]=[C:14]([C:10]2([OH:13])[CH2:11][CH2:12][NH:8][CH2:9]2)[CH:19]=[CH:18][C:17]=1[F:20], predict the reactants needed to synthesize it. The reactants are: C(OC([N:8]1[CH2:12][CH2:11][C:10]([C:14]2[CH:19]=[CH:18][C:17]([F:20])=[C:16]([F:21])[CH:15]=2)([OH:13])[CH2:9]1)=O)(C)(C)C.FC(F)(F)C(O)=O. (2) Given the product [CH:14]([O:12][C:11]([C:1]1[C:10]2[C:5](=[CH:6][CH:7]=[CH:8][CH:9]=2)[CH:4]=[CH:3][CH:2]=1)=[O:13])([CH3:16])[CH3:15], predict the reactants needed to synthesize it. The reactants are: [C:1]1([C:11]([OH:13])=[O:12])[C:10]2[C:5](=[CH:6][CH:7]=[CH:8][CH:9]=2)[CH:4]=[CH:3][CH:2]=1.[CH:14](Br)([CH3:16])[CH3:15]. (3) Given the product [CH3:23][C:20]1[N:19]=[CH:18][C:17]([O:16][C:2]2[C:11]3[C:6](=[CH:7][C:8]([O:14][CH3:15])=[C:9]([O:12][CH3:13])[CH:10]=3)[N:5]=[CH:4][CH:3]=2)=[CH:22][CH:21]=1, predict the reactants needed to synthesize it. The reactants are: Cl[C:2]1[C:11]2[C:6](=[CH:7][C:8]([O:14][CH3:15])=[C:9]([O:12][CH3:13])[CH:10]=2)[N:5]=[CH:4][CH:3]=1.[OH:16][C:17]1[C:18](I)=[N:19][C:20]([CH3:23])=[CH:21][CH:22]=1.